From a dataset of NCI-60 drug combinations with 297,098 pairs across 59 cell lines. Regression. Given two drug SMILES strings and cell line genomic features, predict the synergy score measuring deviation from expected non-interaction effect. (1) Drug 1: CC1=CC2C(CCC3(C2CCC3(C(=O)C)OC(=O)C)C)C4(C1=CC(=O)CC4)C. Cell line: SF-295. Drug 2: CC1=C2C(C(=O)C3(C(CC4C(C3C(C(C2(C)C)(CC1OC(=O)C(C(C5=CC=CC=C5)NC(=O)OC(C)(C)C)O)O)OC(=O)C6=CC=CC=C6)(CO4)OC(=O)C)O)C)O. Synergy scores: CSS=40.8, Synergy_ZIP=6.50, Synergy_Bliss=8.70, Synergy_Loewe=-75.7, Synergy_HSA=6.36. (2) Drug 1: CC(C1=C(C=CC(=C1Cl)F)Cl)OC2=C(N=CC(=C2)C3=CN(N=C3)C4CCNCC4)N. Drug 2: C1=CC(=C2C(=C1NCCNCCO)C(=O)C3=C(C=CC(=C3C2=O)O)O)NCCNCCO. Cell line: COLO 205. Synergy scores: CSS=52.3, Synergy_ZIP=10.9, Synergy_Bliss=11.4, Synergy_Loewe=1.02, Synergy_HSA=11.4.